Dataset: Reaction yield outcomes from USPTO patents with 853,638 reactions. Task: Predict the reaction yield, written as a fraction of the theoretical maximum amount of product (1.0 means a 100% yield; for example, 0.34 means a 34% yield). (1) The reactants are Cl[C:2]1[O:3][C:4]([C:7]2[CH:8]=[C:9]3[C:14](=[CH:15][CH:16]=2)[CH:13]=[N:12][CH:11]=[CH:10]3)=[CH:5][N:6]=1.[NH2:17][C:18]1[CH:19]=[C:20]([NH:24][S:25]([CH2:28][C:29]2[CH:34]=[CH:33][CH:32]=[CH:31][CH:30]=2)(=[O:27])=[O:26])[CH:21]=[CH:22][CH:23]=1. The catalyst is CC(O)C. The product is [CH:13]1[C:14]2[C:9](=[CH:8][C:7]([C:4]3[O:3][C:2]([NH:17][C:18]4[CH:19]=[C:20]([NH:24][S:25]([CH2:28][C:29]5[CH:30]=[CH:31][CH:32]=[CH:33][CH:34]=5)(=[O:27])=[O:26])[CH:21]=[CH:22][CH:23]=4)=[N:6][CH:5]=3)=[CH:16][CH:15]=2)[CH:10]=[CH:11][N:12]=1. The yield is 0.720. (2) The reactants are [Br:1][C:2]1[CH:3]=[N:4][CH:5]=[C:6]([C:10]=1[CH3:11])[C:7]([OH:9])=[O:8].[CH2:12](Cl)Cl.CO.C[Si](C=[N+]=[N-])(C)C. The yield is 1.00. The product is [Br:1][C:2]1[CH:3]=[N:4][CH:5]=[C:6]([C:10]=1[CH3:11])[C:7]([O:9][CH3:12])=[O:8]. The catalyst is CCOCC. (3) The reactants are [CH2:1]([O:3][C:4]([C:6]1[C:7]2[C:15]([CH3:16])=[N:14][NH:13][C:8]=2[N:9]=[C:10](O)[CH:11]=1)=[O:5])[CH3:2].P(Br)(Br)([Br:19])=O.C([O-])(=O)C.[K+]. The catalyst is C1(C)C=CC=CC=1.O. The product is [CH2:1]([O:3][C:4]([C:6]1[C:7]2[C:15]([CH3:16])=[N:14][NH:13][C:8]=2[N:9]=[C:10]([Br:19])[CH:11]=1)=[O:5])[CH3:2]. The yield is 0.260. (4) The reactants are [NH2:1][C:2]1[N:10]=[CH:9][N:8]=[C:7]2[C:3]=1[N:4]=[CH:5][N:6]2[CH:11]1[CH:15]([OH:16])[CH:14]([O:17][CH2:18][C:19]2[CH:24]=[CH:23][CH:22]=[CH:21][CH:20]=2)[C:13]([C:27]([C:40]2[CH:45]=[CH:44][CH:43]=[CH:42][CH:41]=2)([C:34]2[CH:39]=[CH:38][CH:37]=[CH:36][CH:35]=2)[O:28][SiH2:29][C:30]([CH3:33])([CH3:32])[CH3:31])([CH:25]=[CH2:26])[O:12]1.CN(C1C=CC=CN=1)C.[C:55]1([O:61][C:62](Cl)=[S:63])[CH:60]=[CH:59][CH:58]=[CH:57][CH:56]=1. The catalyst is C(#N)C. The product is [C:55]1([O:61][C:62](=[S:63])[O:16][CH:15]2[CH:14]([O:17][CH2:18][C:19]3[CH:20]=[CH:21][CH:22]=[CH:23][CH:24]=3)[C:13]([C:27]([C:40]3[CH:45]=[CH:44][CH:43]=[CH:42][CH:41]=3)([C:34]3[CH:35]=[CH:36][CH:37]=[CH:38][CH:39]=3)[O:28][SiH2:29][C:30]([CH3:31])([CH3:32])[CH3:33])([CH:25]=[CH2:26])[O:12][CH:11]2[N:6]2[CH:5]=[N:4][C:3]3[C:7]2=[N:8][CH:9]=[N:10][C:2]=3[NH2:1])[CH:60]=[CH:59][CH:58]=[CH:57][CH:56]=1. The yield is 0.820. (5) The reactants are [CH2:1]([N:3]1[CH:7]=[C:6]([C:8]2[CH:9]=[C:10]([CH:12]=[CH:13][CH:14]=2)[NH2:11])[C:5]([C:15]2[CH:20]=[CH:19][N:18]=[CH:17][CH:16]=2)=[N:4]1)[CH3:2].[F:21][C:22]1[CH:27]=[CH:26][CH:25]=[CH:24][C:23]=1[N:28]=[C:29]=[O:30]. The catalyst is C(Cl)Cl. The product is [CH2:1]([N:3]1[CH:7]=[C:6]([C:8]2[CH:9]=[C:10]([NH:11][C:29]([NH:28][C:23]3[CH:24]=[CH:25][CH:26]=[CH:27][C:22]=3[F:21])=[O:30])[CH:12]=[CH:13][CH:14]=2)[C:5]([C:15]2[CH:16]=[CH:17][N:18]=[CH:19][CH:20]=2)=[N:4]1)[CH3:2]. The yield is 0.820. (6) The reactants are Cl.[Br:2][C:3]1[CH:4]=[C:5]2[C:9](=[CH:10][C:11]=1[F:12])[CH2:8][C:7]1([CH2:17][CH2:16][CH:15]([O:18][CH3:19])[CH2:14][CH2:13]1)[C:6]2=[N:20]S(C(C)(C)C)=O.CCOCC. The catalyst is O1CCOCC1. The product is [Br:2][C:3]1[CH:4]=[C:5]2[C:9]([CH2:8][C:7]3([CH2:17][CH2:16][CH:15]([O:18][CH3:19])[CH2:14][CH2:13]3)[C:6]2=[NH:20])=[CH:10][C:11]=1[F:12]. The yield is 0.930. (7) The reactants are [Li+].C[Si]([N-][Si](C)(C)C)(C)C.[NH2:11][C:12]1[CH:17]=[CH:16][CH:15]=[CH:14][CH:13]=1.[Br:18][C:19]1[C:24](F)=[C:23]([N+:26]([O-:28])=[O:27])[CH:22]=[CH:21][C:20]=1[F:29]. The catalyst is C1COCC1. The product is [Br:18][C:19]1[C:20]([F:29])=[CH:21][CH:22]=[C:23]([N+:26]([O-:28])=[O:27])[C:24]=1[NH:11][C:12]1[CH:17]=[CH:16][CH:15]=[CH:14][CH:13]=1. The yield is 0.910. (8) The reactants are C[O:2][P:3]([CH2:7][NH:8][S:9]([C:12]1[CH:17]=[CH:16][C:15]([F:18])=[CH:14][CH:13]=1)(=[O:11])=[O:10])(=[O:6])[O:4]C.Br[Si](C)(C)C. The catalyst is C(Cl)Cl. The product is [F:18][C:15]1[CH:14]=[CH:13][C:12]([S:9]([NH:8][CH2:7][P:3](=[O:2])([OH:6])[OH:4])(=[O:11])=[O:10])=[CH:17][CH:16]=1. The yield is 0.970. (9) The reactants are C[O:2][C:3]([C:5]1[N:6]([C:18]2[CH:23]=[CH:22][CH:21]=[CH:20][CH:19]=2)[C:7]2[C:12]([C:13](=[O:16])[C:14]=1[CH3:15])=[CH:11][CH:10]=[C:9]([Cl:17])[CH:8]=2)=[O:4].[OH-].[Na+].O1CCOCC1. The catalyst is C(OCC)(=O)C. The product is [Cl:17][C:9]1[CH:8]=[C:7]2[C:12]([C:13](=[O:16])[C:14]([CH3:15])=[C:5]([C:3]([OH:4])=[O:2])[N:6]2[C:18]2[CH:23]=[CH:22][CH:21]=[CH:20][CH:19]=2)=[CH:11][CH:10]=1. The yield is 0.925.